This data is from Reaction yield outcomes from USPTO patents with 853,638 reactions. The task is: Predict the reaction yield, written as a fraction of the theoretical maximum amount of product (1.0 means a 100% yield; for example, 0.34 means a 34% yield). (1) The reactants are [O-]P([O-])([O-])=O.[K+].[K+].[K+].[C@@H]1(N)CCCC[C@H]1N.I[C:18]1[CH:19]=[C:20]([CH3:25])[CH:21]=[C:22]([CH3:24])[CH:23]=1.[NH:26]1[CH2:30][CH2:29][CH2:28][C:27]1=[O:31]. The catalyst is [Cu]I.O1CCOCC1. The product is [CH3:24][C:22]1[CH:23]=[C:18]([N:26]2[CH2:30][CH2:29][CH2:28][C:27]2=[O:31])[CH:19]=[C:20]([CH3:25])[CH:21]=1. The yield is 0.980. (2) The reactants are [C:1]([C:3]1[CH:11]=[CH:10][C:6]([C:7](Cl)=[O:8])=[CH:5][CH:4]=1)#[N:2].O[NH:13][C:14]([C:16]1[CH:21]=[CH:20][C:19]([C:22]2[CH:27]=[CH:26][C:25]([O:28][CH2:29][CH2:30][CH2:31][C:32]([OH:34])=[O:33])=[CH:24][CH:23]=2)=[CH:18][CH:17]=1)=[NH:15].N1C=CC=CC=1. The catalyst is O1CCOCC1. The product is [C:1]([C:3]1[CH:11]=[CH:10][C:6]([C:7]2[O:8][N:15]=[C:14]([C:16]3[CH:17]=[CH:18][C:19]([C:22]4[CH:27]=[CH:26][C:25]([O:28][CH2:29][CH2:30][CH2:31][C:32]([OH:34])=[O:33])=[CH:24][CH:23]=4)=[CH:20][CH:21]=3)[N:13]=2)=[CH:5][CH:4]=1)#[N:2]. The yield is 0.540. (3) The reactants are [CH3:1][C:2]1([CH3:21])[C:6]([CH3:8])([CH3:7])[O:5][B:4]([C:9]2[CH:14]=[CH:13][C:12]([NH:15][S:16]([CH:19]=[CH2:20])(=[O:18])=[O:17])=[CH:11][CH:10]=2)[O:3]1.[CH2:22]([NH:24][CH2:25][CH3:26])[CH3:23].C(OCC)(=O)C.ClCCl. The catalyst is CO. The product is [CH3:8][C:6]1([CH3:7])[C:2]([CH3:21])([CH3:1])[O:3][B:4]([C:9]2[CH:10]=[CH:11][C:12]([NH:15][S:16]([CH2:19][CH2:20][N:24]([CH2:25][CH3:26])[CH2:22][CH3:23])(=[O:18])=[O:17])=[CH:13][CH:14]=2)[O:5]1. The yield is 0.560. (4) The reactants are [OH-].[K+].[CH3:3][O:4][C:5](=[O:30])[CH:6]([NH:15][C:16]1[CH:21]=[CH:20][CH:19]=[CH:18][C:17]=1[C:22](=[O:29])[C:23]1[CH:28]=[CH:27][CH:26]=[N:25][CH:24]=1)[CH2:7][C:8]1[CH:13]=[CH:12][C:11]([OH:14])=[CH:10][CH:9]=1.[Br:31][CH2:32][CH2:33]Br. The catalyst is C(O)C. The product is [CH3:3][O:4][C:5](=[O:30])[CH:6]([NH:15][C:16]1[CH:21]=[CH:20][CH:19]=[CH:18][C:17]=1[C:22](=[O:29])[C:23]1[CH:28]=[CH:27][CH:26]=[N:25][CH:24]=1)[CH2:7][C:8]1[CH:13]=[CH:12][C:11]([O:14][CH2:33][CH2:32][Br:31])=[CH:10][CH:9]=1. The yield is 0.282. (5) The reactants are Br[C:2]1[N:3]=[C:4]([C:23]2[O:24][C:25]([C:28]3[CH:33]=[CH:32][CH:31]=[CH:30][CH:29]=3)=[N:26][N:27]=2)[C:5]([N:8]([C:16]([O:18][C:19]([CH3:22])([CH3:21])[CH3:20])=[O:17])[C:9](=[O:15])[O:10][C:11]([CH3:14])([CH3:13])[CH3:12])=[N:6][CH:7]=1.[CH2:34]1[C:38]2([CH2:42][CH2:41][NH:40][CH2:39]2)[CH2:37][N:36]([C:43]([O:45][C:46]([CH3:49])([CH3:48])[CH3:47])=[O:44])[CH2:35]1.CCN(C(C)C)C(C)C. The catalyst is CN(C=O)C.CCOC(C)=O. The product is [C:11]([O:10][C:9]([N:8]([C:16]([O:18][C:19]([CH3:22])([CH3:21])[CH3:20])=[O:17])[C:5]1[N:6]=[CH:7][C:2]([N:40]2[CH2:41][CH2:42][C:38]3([CH2:34][CH2:35][N:36]([C:43]([O:45][C:46]([CH3:47])([CH3:48])[CH3:49])=[O:44])[CH2:37]3)[CH2:39]2)=[N:3][C:4]=1[C:23]1[O:24][C:25]([C:28]2[CH:33]=[CH:32][CH:31]=[CH:30][CH:29]=2)=[N:26][N:27]=1)=[O:15])([CH3:14])([CH3:13])[CH3:12]. The yield is 0.620. (6) The reactants are Cl.[Cl:2][C:3]1[CH:11]=[CH:10][C:6]([C:7]([OH:9])=O)=[CH:5][C:4]=1[O:12][C:13]1[CH:18]=[CH:17][N:16]=[C:15]([NH:19][C:20]2[S:21][CH:22]=[C:23]([CH3:25])[N:24]=2)[CH:14]=1.C(N(CC)CC)C.C(Cl)(=O)OCC.[CH3:39][N:40]([CH3:44])[CH2:41][CH2:42][NH2:43].[OH-].[Na+]. The yield is 0.130. The catalyst is CN(C=O)C. The product is [ClH:2].[Cl:2][C:3]1[CH:11]=[CH:10][C:6]([C:7]([NH:43][CH2:42][CH2:41][N:40]([CH3:44])[CH3:39])=[O:9])=[CH:5][C:4]=1[O:12][C:13]1[CH:18]=[CH:17][N:16]=[C:15]([NH:19][C:20]2[S:21][CH:22]=[C:23]([CH3:25])[N:24]=2)[CH:14]=1. (7) The reactants are CC1CC=CCC=1.C([N:15]1[CH2:21][CH2:20][C:19]2[C:22](Cl)=[N:23][C:24]([CH:26]([C:28]3[CH:33]=[CH:32][CH:31]=[CH:30][CH:29]=3)[CH3:27])=[N:25][C:18]=2[CH2:17][CH2:16]1)C1C=CC=CC=1.[CH2:35]([OH:37])[CH3:36]. The catalyst is [OH-].[Pd+2].[OH-]. The product is [CH2:35]([O:37][C:22]1[C:19]2[CH2:20][CH2:21][NH:15][CH2:16][CH2:17][C:18]=2[N:25]=[C:24]([CH:26]([C:28]2[CH:29]=[CH:30][CH:31]=[CH:32][CH:33]=2)[CH3:27])[N:23]=1)[CH3:36]. The yield is 0.690. (8) The reactants are Cl[C:2]1[NH:10][C:9]2[C:4](=[N:5][CH:6]=[CH:7][CH:8]=2)[C:3]=1[C:11]#[N:12].[NH:13]1[CH2:18][CH2:17][CH2:16][CH2:15][CH2:14]1. No catalyst specified. The product is [N:13]1([C:2]2[NH:10][C:9]3[C:4](=[N:5][CH:6]=[CH:7][CH:8]=3)[C:3]=2[C:11]#[N:12])[CH2:18][CH2:17][CH2:16][CH2:15][CH2:14]1. The yield is 0.380.